From a dataset of Full USPTO retrosynthesis dataset with 1.9M reactions from patents (1976-2016). Predict the reactants needed to synthesize the given product. (1) Given the product [C:22]([NH:21][C:20]([NH:15][C:14]1([C:31]2[S:32][CH:33]=[CH:34][CH:35]=2)[CH:18]([CH2:17][OH:16])[CH2:19][N:12]([C:10]([O:9][C:5]([CH3:8])([CH3:7])[CH3:6])=[O:11])[CH2:13]1)=[S:30])(=[O:29])[C:23]1[CH:28]=[CH:27][CH:26]=[CH:25][CH:24]=1, predict the reactants needed to synthesize it. The reactants are: C(O)(=O)C.[C:5]([O:9][C:10]([N:12]1[CH2:19][CH:18]2[C:14]([C:31]3[S:32][CH:33]=[CH:34][CH:35]=3)([N:15]([C:20](=[S:30])[NH:21][C:22](=[O:29])[C:23]3[CH:28]=[CH:27][CH:26]=[CH:25][CH:24]=3)[O:16][CH2:17]2)[CH2:13]1)=[O:11])([CH3:8])([CH3:7])[CH3:6].C(=O)(O)[O-].[Na+]. (2) The reactants are: [CH:1]12[CH2:10][CH:5]3[CH2:6][CH:7]([CH2:9][CH:3]([CH2:4]3)[CH:2]1[NH:11][C:12]([C:14]1[CH:15]=[N:16][N:17]([C:20]3[CH:25]=[CH:24][CH:23]=[CH:22][CH:21]=3)[C:18]=1Cl)=[O:13])[CH2:8]2.[NH:26]1[CH2:30][CH2:29][CH2:28][CH2:27]1. Given the product [CH:1]12[CH2:10][CH:5]3[CH2:6][CH:7]([CH2:9][CH:3]([CH2:4]3)[CH:2]1[NH:11][C:12]([C:14]1[CH:15]=[N:16][N:17]([C:20]3[CH:25]=[CH:24][CH:23]=[CH:22][CH:21]=3)[C:18]=1[N:26]1[CH2:30][CH2:29][CH2:28][CH2:27]1)=[O:13])[CH2:8]2, predict the reactants needed to synthesize it. (3) The reactants are: [F:1][C:2]1[N:6]([CH3:7])[N:5]=[C:4]([CH3:8])[C:3]=1[C:9]([NH:11][C:12]1[CH:17]=[CH:16][CH:15]=[CH:14][C:13]=1[C:18]([OH:24])([CH3:23])[CH2:19][CH:20]([CH3:22])[CH3:21])=O.C1(C)C=CC(S(O)(=O)=O)=CC=1.O. Given the product [F:1][C:2]1[N:6]([CH3:7])[N:5]=[C:4]([CH3:8])[C:3]=1[C:9]1[O:24][C:18]([CH2:19][CH:20]([CH3:21])[CH3:22])([CH3:23])[C:13]2[CH:14]=[CH:15][CH:16]=[CH:17][C:12]=2[N:11]=1, predict the reactants needed to synthesize it. (4) Given the product [NH2:18][C:10]1[O:11][C@H:12]([C:14]([F:16])([F:17])[F:15])[CH2:13][C@:8]([C:6]2[CH:7]=[C:2]([NH:1][C:30](=[O:31])[C:27]3[CH:26]=[CH:25][C:24]([O:23][CH:22]([F:33])[F:21])=[CH:29][N:28]=3)[CH:3]=[CH:4][C:5]=2[F:20])([CH3:19])[N:9]=1, predict the reactants needed to synthesize it. The reactants are: [NH2:1][C:2]1[CH:3]=[CH:4][C:5]([F:20])=[C:6]([C@:8]2([CH3:19])[CH2:13][C@@H:12]([C:14]([F:17])([F:16])[F:15])[O:11][C:10]([NH2:18])=[N:9]2)[CH:7]=1.[F:21][CH:22]([F:33])[O:23][C:24]1[CH:25]=[CH:26][C:27]([C:30](O)=[O:31])=[N:28][CH:29]=1. (5) Given the product [F:1][C:2]1[CH:3]=[C:4]([N:9]2[CH:13]=[N:12][C:11]([C:14]([NH:31][C@H:28]3[CH2:29][CH2:30][N:26]([C:22]4[C:21]5[N:20]([CH:19]=[CH:18][N:17]=5)[CH:25]=[CH:24][N:23]=4)[CH2:27]3)=[O:16])=[N:10]2)[CH:5]=[CH:6][C:7]=1[F:8], predict the reactants needed to synthesize it. The reactants are: [F:1][C:2]1[CH:3]=[C:4]([N:9]2[CH:13]=[N:12][C:11]([C:14]([OH:16])=O)=[N:10]2)[CH:5]=[CH:6][C:7]=1[F:8].[N:17]1[CH:18]=[CH:19][N:20]2[CH:25]=[CH:24][N:23]=[C:22]([N:26]3[CH2:30][CH2:29][C@H:28]([NH2:31])[CH2:27]3)[C:21]=12.C(N(CC)CC)C.CN(C(ON1N=NC2C=CC=NC1=2)=[N+](C)C)C.F[P-](F)(F)(F)(F)F. (6) Given the product [CH3:22][C:21]1[CH:20]=[C:19]([CH3:23])[CH:18]=[C:17]([CH3:24])[C:16]=1[NH:15][C:13]([C:4]1[S:3][C:2]([NH:1][C:27](=[O:28])[O:29][C:7]([CH3:12])([CH3:8])[CH3:5])=[N:6][C:5]=1[C:7]1[CH:12]=[CH:11][CH:10]=[CH:9][CH:8]=1)=[O:14], predict the reactants needed to synthesize it. The reactants are: [NH2:1][C:2]1[S:3][C:4]([C:13]([NH:15][C:16]2[C:21]([CH3:22])=[CH:20][C:19]([CH3:23])=[CH:18][C:17]=2[CH3:24])=[O:14])=[C:5]([C:7]2[CH:12]=[CH:11][CH:10]=[CH:9][CH:8]=2)[N:6]=1.FC(F)(F)[C:27]([O-:29])=[O:28].